This data is from Forward reaction prediction with 1.9M reactions from USPTO patents (1976-2016). The task is: Predict the product of the given reaction. (1) The product is: [Br:16][C:3]1[C:4]([C:7]([F:10])([F:9])[F:8])=[N:5][NH:6][C:2]=1[CH3:1]. Given the reactants [CH3:1][C:2]1[NH:6][N:5]=[C:4]([C:7]([F:10])([F:9])[F:8])[CH:3]=1.C([O-])(=O)C.[Na+].[Br:16]Br.S([O-])([O-])=O.[Na+].[Na+], predict the reaction product. (2) Given the reactants [Cl:1][C:2]1[CH:3]=[C:4]([CH:36]=[CH:37][CH:38]=1)[CH2:5][NH:6][C:7]([C:9]1[N:10]([CH2:30][CH:31](OC)OC)[CH:11]=[C:12]([C:24]2[CH:29]=[CH:28][CH:27]=[CH:26][CH:25]=2)[C:13](=[O:23])[C:14]=1[O:15]CC1C=CC=CC=1)=[O:8].Cl, predict the reaction product. The product is: [ClH:1].[Cl:1][C:2]1[CH:3]=[C:4]([CH:36]=[CH:37][CH:38]=1)[CH2:5][N:6]1[CH:31]=[CH:30][N:10]2[CH:11]=[C:12]([C:24]3[CH:25]=[CH:26][CH:27]=[CH:28][CH:29]=3)[C:13](=[O:23])[C:14]([OH:15])=[C:9]2[C:7]1=[O:8]. (3) Given the reactants [OH:1][C:2]1[CH:3]=[C:4]([CH:7]=[CH:8][C:9]=1[N+:10]([O-:12])=[O:11])[CH:5]=[O:6].C1(O)C=CC=CC=1.[CH3:20][O:21][C:22](=[O:26])[CH:23](Br)[CH3:24], predict the reaction product. The product is: [CH:5]([C:4]1[CH:7]=[CH:8][C:9]([N+:10]([O-:12])=[O:11])=[C:2]([CH:3]=1)[O:1][CH:23]([CH3:24])[C:22]([O:21][CH3:20])=[O:26])=[O:6].